This data is from Forward reaction prediction with 1.9M reactions from USPTO patents (1976-2016). The task is: Predict the product of the given reaction. (1) Given the reactants Cl[C:2]1[C:7]([C:8]([F:11])([F:10])[F:9])=[CH:6][C:5]([N+:12]([O-:14])=[O:13])=[CH:4][N:3]=1.Cl.[CH3:16][NH:17][CH3:18].C(=O)([O-])[O-].[K+].[K+].O1CCOCCOCCOCCOCCOCC1, predict the reaction product. The product is: [CH3:16][N:17]([CH3:18])[C:2]1[C:7]([C:8]([F:11])([F:10])[F:9])=[CH:6][C:5]([N+:12]([O-:14])=[O:13])=[CH:4][N:3]=1. (2) Given the reactants [CH3:1][O:2][C:3]1[CH:8]=[CH:7][C:6]([C:9]2[O:13][N:12]=[CH:11][C:10]=2[C:14]([OH:16])=O)=[CH:5][CH:4]=1.[CH2:17]([NH:19][CH2:20][CH3:21])[CH3:18], predict the reaction product. The product is: [CH2:17]([N:19]([CH2:20][CH3:21])[C:14]([C:10]1[CH:11]=[N:12][O:13][C:9]=1[C:6]1[CH:5]=[CH:4][C:3]([O:2][CH3:1])=[CH:8][CH:7]=1)=[O:16])[CH3:18]. (3) Given the reactants [C:1]([C:3]1[CH:4]=[C:5]([OH:9])[CH:6]=[CH:7][CH:8]=1)#[N:2].[C:27]1(P([C:23]2[CH:28]=[CH:27][CH:26]=CC=2)[C:27]2[CH:26]=CC=[CH:23][CH:28]=2)[CH:26]=CC=[CH:23][CH:28]=1.C1(O)CCC1.N(C(OCC)=O)=NC(OCC)=O, predict the reaction product. The product is: [CH:26]1([O:9][C:5]2[CH:4]=[C:3]([CH2:1][NH2:2])[CH:8]=[CH:7][CH:6]=2)[CH2:27][CH2:28][CH2:23]1. (4) The product is: [C:1]([N:4]1[C:13]2[C:8](=[CH:9][C:10]([C:14]([NH:43][CH:38]([CH3:39])[CH3:37])=[O:15])=[CH:11][CH:12]=2)[C@H:7]([NH:17][C:18]2[N:23]=[CH:22][CH:21]=[CH:20][N:19]=2)[C@@H:6]([CH3:24])[C@@H:5]1[CH:25]1[CH2:27][CH2:26]1)(=[O:3])[CH3:2]. Given the reactants [C:1]([N:4]1[C:13]2[C:8](=[CH:9][C:10]([C:14](O)=[O:15])=[CH:11][CH:12]=2)[C@H:7]([NH:17][C:18]2[N:23]=[CH:22][CH:21]=[CH:20][N:19]=2)[C@@H:6]([CH3:24])[C@@H:5]1[CH:25]1[CH2:27][CH2:26]1)(=[O:3])[CH3:2].CN(C(ON1N=[N:43][C:38]2[CH:39]=CC=N[C:37]1=2)=[N+](C)C)C.F[P-](F)(F)(F)(F)F.CCN(C(C)C)C(C)C.CC(N)C, predict the reaction product. (5) Given the reactants [Cl:1][C:2]1[CH:7]=[CH:6][CH:5]=[C:4]([C:8]#[C:9][CH:10](OCC)[O:11]CC)[CH:3]=1.O.FC(F)(F)C(O)=O, predict the reaction product. The product is: [Cl:1][C:2]1[CH:3]=[C:4]([C:8]#[C:9][CH:10]=[O:11])[CH:5]=[CH:6][CH:7]=1. (6) The product is: [ClH:29].[I:1][C:2]1[C:3]2[C:7]([CH:8]=[CH:9][CH:10]=1)=[N:6][N:14]1[C:13]([CH:15]3[CH2:20][CH2:19][NH:18][CH2:17][CH2:16]3)=[CH:12][C:11](=[O:28])[NH:5][C:4]=21. Given the reactants [I:1][C:2]1[C:3]2[C:7]([CH:8]=[CH:9][CH:10]=1)=[N:6][N:5]1[C:11](=[O:28])[CH:12]=[C:13]([CH:15]3[CH2:20][CH2:19][N:18](C(OC(C)(C)C)=O)[CH2:17][CH2:16]3)[NH:14][C:4]=21.[ClH:29], predict the reaction product.